From a dataset of Reaction yield outcomes from USPTO patents with 853,638 reactions. Predict the reaction yield, written as a fraction of the theoretical maximum amount of product (1.0 means a 100% yield; for example, 0.34 means a 34% yield). (1) The reactants are [C:1]([CH2:3][C:4]1[CH:5]=[C:6]([CH:11]=[CH:12][CH:13]=1)[C:7]([O:9][CH3:10])=[O:8])#[N:2].[H-].[Na+].Br[CH2:17][CH2:18]Br. The catalyst is CS(C)=O.O. The product is [C:1]([C:3]1([C:4]2[CH:5]=[C:6]([CH:11]=[CH:12][CH:13]=2)[C:7]([O:9][CH3:10])=[O:8])[CH2:18][CH2:17]1)#[N:2]. The yield is 0.760. (2) The reactants are CO[C:3](=[O:13])[C:4]1[CH:9]=[CH:8][C:7]([Br:10])=[CH:6][C:5]=1[CH2:11]Br.Br.[NH2:15][C:16]1([CH3:24])[CH2:21][CH2:20][C:19](=[O:22])[NH:18][C:17]1=[O:23].C(N(CC)CC)C. The catalyst is CN(C)C=O. The product is [Br:10][C:7]1[CH:6]=[C:5]2[C:4](=[CH:9][CH:8]=1)[C:3](=[O:13])[N:15]([C:16]1([CH3:24])[CH2:21][CH2:20][C:19](=[O:22])[NH:18][C:17]1=[O:23])[CH2:11]2. The yield is 0.610. (3) The catalyst is C(OCC)(=O)C. The yield is 0.650. The reactants are [Cl-].O[NH3+:3].[C:4](=[O:7])([O-])[OH:5].[Na+].CS(C)=O.[CH2:13]([C:17]1[N:18]=[C:19]([CH3:47])[N:20]([CH2:39][C:40]2[CH:45]=[CH:44][C:43]([F:46])=[CH:42][CH:41]=2)[C:21](=[O:38])[C:22]=1[CH2:23][C:24]1[CH:29]=[CH:28][C:27]([C:30]2[C:31]([C:36]#[N:37])=[CH:32][CH:33]=[CH:34][CH:35]=2)=[CH:26][CH:25]=1)[CH2:14][CH2:15][CH3:16]. The product is [CH2:13]([C:17]1[N:18]=[C:19]([CH3:47])[N:20]([CH2:39][C:40]2[CH:45]=[CH:44][C:43]([F:46])=[CH:42][CH:41]=2)[C:21](=[O:38])[C:22]=1[CH2:23][C:24]1[CH:25]=[CH:26][C:27]([C:30]2[CH:35]=[CH:34][CH:33]=[CH:32][C:31]=2[C:36]2[NH:3][C:4](=[O:7])[O:5][N:37]=2)=[CH:28][CH:29]=1)[CH2:14][CH2:15][CH3:16]. (4) The reactants are [N:1]1[CH:6]=[CH:5][CH:4]=[C:3](/[CH:7]=[CH:8]/[CH2:9][CH:10]([OH:12])[CH3:11])[CH:2]=1.[C:13]1([CH3:23])[CH:18]=[CH:17][C:16]([S:19](Cl)(=[O:21])=[O:20])=[CH:15][CH:14]=1. The catalyst is N1C=CC=CC=1. The product is [C:13]1([CH3:23])[CH:18]=[CH:17][C:16]([S:19]([O:12][CH:10]([CH2:9]/[CH:8]=[CH:7]/[C:3]2[CH:2]=[N:1][CH:6]=[CH:5][CH:4]=2)[CH3:11])(=[O:21])=[O:20])=[CH:15][CH:14]=1. The yield is 0.601. (5) The reactants are [Cl:1][C:2]1[CH:16]=[CH:15][C:5]([CH2:6][N:7]2[C:12](=[O:13])[CH:11]=[N:10][NH:9][C:8]2=[O:14])=[CH:4][CH:3]=1.[C:17]([NH:20][C:21]1[CH:22]=[C:23](B(O)O)[CH:24]=[CH:25][CH:26]=1)(=[O:19])[CH3:18].N1C=CC=CC=1. The catalyst is CN(C=O)C.C([O-])(=O)C.[Cu+2].C([O-])(=O)C. The product is [Cl:1][C:2]1[CH:16]=[CH:15][C:5]([CH2:6][N:7]2[C:12](=[O:13])[CH:11]=[N:10][N:9]([C:25]3[CH:26]=[C:21]([NH:20][C:17](=[O:19])[CH3:18])[CH:22]=[CH:23][CH:24]=3)[C:8]2=[O:14])=[CH:4][CH:3]=1. The yield is 0.390. (6) The reactants are O[C:2]1[C:6]([CH3:8])([CH3:7])[O:5][C:4](=[O:9])[CH:3]=1.C(Br)(=O)C([Br:13])=O. The catalyst is ClCCCl.CN(C=O)C. The product is [Br:13][C:2]1[C:6]([CH3:8])([CH3:7])[O:5][C:4](=[O:9])[CH:3]=1. The yield is 0.860. (7) The reactants are [Br:1][C:2]1[CH:10]=[C:9]2[C:5]([C:6]([CH2:20][N:21]([CH3:29])[C:22](=[O:28])[O:23][C:24]([CH3:27])([CH3:26])[CH3:25])=[CH:7][N:8]2S(C2C=NC=CC=2)(=O)=O)=[CH:4][CH:3]=1.[F-].C([N+](CCCC)(CCCC)CCCC)CCC.O1CCCC1. The catalyst is O. The product is [Br:1][C:2]1[CH:10]=[C:9]2[C:5]([C:6]([CH2:20][N:21]([CH3:29])[C:22](=[O:28])[O:23][C:24]([CH3:25])([CH3:26])[CH3:27])=[CH:7][NH:8]2)=[CH:4][CH:3]=1. The yield is 0.878. (8) The reactants are [CH:1]1([CH2:4][NH2:5])[CH2:3][CH2:2]1.ClC(Cl)(O[C:10](=[O:16])OC(Cl)(Cl)Cl)Cl.C(N(CC)CC)C.[NH:25]([C:27]1[C:32]([I:33])=[C:31]([CH3:34])[CH:30]=[CH:29][N:28]=1)[NH2:26]. The catalyst is ClCCl. The product is [CH:1]1([CH2:4][NH:5][C:10]([NH:26][NH:25][C:27]2[C:32]([I:33])=[C:31]([CH3:34])[CH:30]=[CH:29][N:28]=2)=[O:16])[CH2:3][CH2:2]1. The yield is 0.680. (9) The reactants are [NH2:1][C:2]1[CH:14]=[CH:13][C:5]([C:6]([O:8][C:9]([CH3:12])([CH3:11])[CH3:10])=[O:7])=[CH:4][CH:3]=1.[CH2:15]([O:22][C:23]([NH:25][C:26](=[N:29][C:30]([O:32][CH2:33][C:34]1[CH:39]=[CH:38][CH:37]=[CH:36][CH:35]=1)=[O:31])SC)=[O:24])[C:16]1[CH:21]=[CH:20][CH:19]=[CH:18][CH:17]=1.CCN(CC)CC. The catalyst is C(Cl)Cl. The product is [CH2:15]([O:22][C:23]([N:25]=[C:26]([NH:29][C:30]([O:32][CH2:33][C:34]1[CH:35]=[CH:36][CH:37]=[CH:38][CH:39]=1)=[O:31])[NH:1][C:2]1[CH:14]=[CH:13][C:5]([C:6]([O:8][C:9]([CH3:10])([CH3:11])[CH3:12])=[O:7])=[CH:4][CH:3]=1)=[O:24])[C:16]1[CH:17]=[CH:18][CH:19]=[CH:20][CH:21]=1. The yield is 0.750. (10) No catalyst specified. The yield is 0.300. The product is [CH2:4]([O:8][C:9]1[N:10]=[C:11]([NH2:3])[C:12]2[N:13]=[CH:14][N:15]([C:16]=2[N:17]=1)[C@@H:18]1[O:30][C@H:29]([CH2:31][OH:32])[C@@H:24]([OH:25])[C@H:19]1[OH:20])[CH2:5][CH2:6][CH3:7]. The reactants are [H][H].[NH3:3].[CH2:4]([O:8][C:9]1[N:17]=[C:16]2[C:12]([N:13]=[CH:14][N:15]2[C@@H:18]2[O:30][C@H:29]([CH2:31][O:32]C(=O)C)[C@@H:24]([O:25]C(=O)C)[C@H:19]2[O:20]C(=O)C)=[C:11](Cl)[N:10]=1)[CH2:5][CH2:6][CH3:7].